From a dataset of Forward reaction prediction with 1.9M reactions from USPTO patents (1976-2016). Predict the product of the given reaction. (1) The product is: [Br:1][C:2]1[CH:11]=[C:10]2[C:5]([CH:6]=[C:7]([O:17][CH2:28][CH2:27][CH2:26][NH:25][C:23]([O:22][C:18]([CH3:19])([CH3:21])[CH3:20])=[O:24])[C:8]([C:12]([O:14][CH2:15][CH3:16])=[O:13])=[CH:9]2)=[CH:4][CH:3]=1. Given the reactants [Br:1][C:2]1[CH:11]=[C:10]2[C:5]([CH:6]=[C:7]([OH:17])[C:8]([C:12]([O:14][CH2:15][CH3:16])=[O:13])=[CH:9]2)=[CH:4][CH:3]=1.[C:18]([O:22][C:23]([NH:25][CH2:26][CH2:27][CH2:28]Cl)=[O:24])([CH3:21])([CH3:20])[CH3:19].C(=O)([O-])[O-].[K+].[K+].[I-].[K+], predict the reaction product. (2) Given the reactants [NH2:1][C:2]1[CH:10]=[C:9]([Cl:11])[CH:8]=[CH:7][C:3]=1[C:4]([NH2:6])=O.[Cl-:12].[NH:13]1[CH2:17][CH2:16][CH2:15][CH2:14]1, predict the reaction product. The product is: [Cl:11][C:9]1[CH:10]=[C:2]2[C:3]([C:4]([N:13]3[CH2:17][CH2:16][CH2:15][CH2:14]3)=[N:6][C:4]([C:3]3[CH:7]=[CH:8][CH:9]=[CH:10][C:2]=3[Cl:12])=[N:1]2)=[CH:7][CH:8]=1. (3) Given the reactants [CH3:1][S:2][CH2:3][C:4]1[CH:5]=[CH:6][CH:7]=[C:8]2[C:12]=1[NH:11][CH:10]=[CH:9]2.[CH:13]1([CH:16]([C:18]2[CH:23]=[CH:22][C:21]([F:24])=[CH:20][C:19]=2[Cl:25])O)[CH2:15][CH2:14]1.ClC1C=CC(C(C2CC2)C2C3C(=C(CSC)C=CC=3)NC=2)=CC=1, predict the reaction product. The product is: [Cl:25][C:19]1[CH:20]=[C:21]([F:24])[CH:22]=[CH:23][C:18]=1[CH:16]([CH:13]1[CH2:14][CH2:15]1)[C:9]1[C:8]2[C:12](=[C:4]([CH2:3][S:2][CH3:1])[CH:5]=[CH:6][CH:7]=2)[NH:11][CH:10]=1. (4) Given the reactants [Br:1][C:2]1[C:3](=[O:11])[N:4]([CH3:10])[N:5]=[C:6]([CH3:9])[C:7]=1[OH:8].[C:12](=O)([O-])[O-].[K+].[K+].S(OC)(OC)(=O)=O, predict the reaction product. The product is: [Br:1][C:2]1[C:3](=[O:11])[N:4]([CH3:10])[N:5]=[C:6]([CH3:9])[C:7]=1[O:8][CH3:12]. (5) The product is: [C:24]([O:16][CH2:15][C:12]1[CH:13]=[CH:14][C:9]([O:8][C:6]2[CH:5]=[CH:4][CH:3]=[C:2]([F:1])[N:7]=2)=[C:10]([OH:17])[CH:11]=1)(=[O:26])[CH3:25]. Given the reactants [F:1][C:2]1[N:7]=[C:6]([O:8][C:9]2[CH:14]=[CH:13][C:12]([CH2:15][OH:16])=[CH:11][C:10]=2[OH:17])[CH:5]=[CH:4][CH:3]=1.C([O-])([O-])=O.[K+].[K+].[C:24](OC(=O)C)(=[O:26])[CH3:25], predict the reaction product. (6) Given the reactants [Cl:1][C:2]1[N:7]=[CH:6][C:5]([CH2:8][NH:9][C:10]2[N:14]=[C:13]([S:15][CH3:16])[NH:12][N:11]=2)=[CH:4][CH:3]=1.[C:17](OCC)(=[O:22])[CH2:18][C:19]([CH3:21])=O.CCCCCC.C(OCC)(=O)C, predict the reaction product. The product is: [Cl:1][C:2]1[N:7]=[CH:6][C:5]([CH2:8][N:9]2[C:19]([CH3:21])=[CH:18][C:17](=[O:22])[N:11]3[N:12]=[C:13]([S:15][CH3:16])[N:14]=[C:10]23)=[CH:4][CH:3]=1.